Predict the product of the given reaction. From a dataset of Forward reaction prediction with 1.9M reactions from USPTO patents (1976-2016). (1) The product is: [N:39]1([C:16]2[O:17][C@H:13]3[CH2:12][C@H:11]([CH2:19][F:20])[C@@H:10]([O:21][CH2:22][C:23]4[CH:24]=[CH:25][CH:26]=[CH:27][CH:28]=4)[C@H:9]([O:8][CH2:1][C:2]4[CH:3]=[CH:4][CH:5]=[CH:6][CH:7]=4)[C@H:14]3[N:15]=2)[CH2:42][CH2:41][CH2:40]1. Given the reactants [CH2:1]([O:8][C@@H:9]1[C@H:14]2[NH:15][C:16](=O)[O:17][C@H:13]2[CH2:12][C@H:11]([CH2:19][F:20])[C@H:10]1[O:21][CH2:22][C:23]1[CH:28]=[CH:27][CH:26]=[CH:25][CH:24]=1)[C:2]1[CH:7]=[CH:6][CH:5]=[CH:4][CH:3]=1.F[B-](F)(F)F.C[O+](C)C.Cl.[NH:39]1[CH2:42][CH2:41][CH2:40]1.CCN(CC)CC, predict the reaction product. (2) Given the reactants CC(C)([O-])C.[K+].FC1C=CC=CC=1CC#N.Cl[C:18]1[CH:23]=[C:22]([O:24][CH2:25][C:26]#[C:27][CH3:28])[N:21]=[CH:20][N:19]=1.[Cl-].[NH4+], predict the reaction product. The product is: [CH2:25]([O:24][C:22]1[N:21]=[CH:20][N:19]=[CH:18][CH:23]=1)[C:26]#[C:27][CH3:28].